This data is from Full USPTO retrosynthesis dataset with 1.9M reactions from patents (1976-2016). The task is: Predict the reactants needed to synthesize the given product. (1) Given the product [CH3:1][O:2][C:3]1[C:26]([O:27][CH3:28])=[CH:25][C:6]2[CH2:7][C:8](=[O:24])[N:9]([CH2:12][CH2:13][CH2:14][NH:15][CH3:16])[CH:10]=[CH:11][C:5]=2[CH:4]=1, predict the reactants needed to synthesize it. The reactants are: [CH3:1][O:2][C:3]1[C:26]([O:27][CH3:28])=[CH:25][C:6]2[CH2:7][C:8](=[O:24])[N:9]([CH2:12][CH2:13][CH2:14][N:15](C)[C:16](=O)OC(C)(C)C)[CH:10]=[CH:11][C:5]=2[CH:4]=1.Cl.[OH-].[Na+]. (2) Given the product [ClH:18].[CH2:1]([O:3][CH2:4][CH:5]1[CH2:10][CH2:9][CH2:8][NH:7][CH2:6]1)[CH3:2], predict the reactants needed to synthesize it. The reactants are: [CH2:1]([O:3][CH2:4][CH:5]1[CH2:10][CH2:9][CH2:8][N:7](C(OC(C)(C)C)=O)[CH2:6]1)[CH3:2].[ClH:18]. (3) Given the product [Cl:1][C:2]1[N:3]=[C:4]([N:34]2[CH2:35][CH2:36][CH:31]([CH2:30][NH:29][C:27](=[O:28])[O:26][C:23]([CH3:24])([CH3:22])[CH3:25])[CH2:32][CH2:33]2)[C:5]2[CH:10]=[CH:9][N:8]([S:11]([C:14]3[CH:20]=[CH:19][C:17]([CH3:18])=[CH:16][CH:15]=3)(=[O:13])=[O:12])[C:6]=2[N:7]=1, predict the reactants needed to synthesize it. The reactants are: [Cl:1][C:2]1[N:3]=[C:4](Cl)[C:5]2[CH:10]=[CH:9][N:8]([S:11]([C:14]3[CH:20]=[CH:19][C:17]([CH3:18])=[CH:16][CH:15]=3)(=[O:13])=[O:12])[C:6]=2[N:7]=1.[CH3:22][C:23]([O:26][C:27]([NH:29][CH2:30][CH:31]1[CH2:36][CH2:35][NH:34][CH2:33][CH2:32]1)=[O:28])([CH3:25])[CH3:24].C(N(CC)CC)C.O. (4) Given the product [CH:1]1([CH2:7][CH2:8][CH2:9][C@@H:10]([C:16]2[O:20][N:19]=[C:18]([CH2:21][O:22][CH2:23][C:24]([OH:26])=[O:25])[N:17]=2)[CH2:11][C:12]([NH:14][OH:15])=[O:13])[CH2:6][CH2:5][CH2:4][CH2:3][CH2:2]1, predict the reactants needed to synthesize it. The reactants are: [CH:1]1([CH2:7][CH2:8][CH2:9][C@@H:10]([C:16]2[O:20][N:19]=[C:18]([CH2:21][O:22][CH2:23][C:24]([O:26]CC)=[O:25])[N:17]=2)[CH2:11][C:12]([NH:14][OH:15])=[O:13])[CH2:6][CH2:5][CH2:4][CH2:3][CH2:2]1.O.[OH-].[Li+]. (5) Given the product [C:20]([O:23][CH2:24][C:25]([N:8]1[CH2:7][CH2:6][C:5]2[C:10](=[CH:11][CH:12]=[C:3]([Br:2])[CH:4]=2)[CH2:9]1)=[O:26])(=[O:22])[CH3:21], predict the reactants needed to synthesize it. The reactants are: Cl.[Br:2][C:3]1[CH:4]=[C:5]2[C:10](=[CH:11][CH:12]=1)[CH2:9][NH:8][CH2:7][CH2:6]2.C(N(CC)CC)C.[C:20]([O:23][CH2:24][C:25](Cl)=[O:26])(=[O:22])[CH3:21]. (6) Given the product [CH3:24][S:25][C:26]1[N:27]2[CH:37]=[N:36][CH:35]=[C:28]2[S:29][CH:30]=1, predict the reactants needed to synthesize it. The reactants are: [F-].C([N+](CCCC)(CCCC)CCCC)CCC.C1COCC1.[CH3:24][S:25][C:26]1[N:27]2[CH:37]=[N:36][CH:35]=[C:28]2[S:29][C:30]=1[Si](C)(C)C.C(OCC)(=O)C. (7) Given the product [Cl:15][C:6]1[CH:7]=[CH:8][C:9]([O:14][CH3:13])=[CH:10][C:5]=1[S:2]([CH3:1])(=[O:4])=[O:3].[Cl:15][C:6]1[C:7]([O:14][CH3:13])=[CH:8][CH:9]=[CH:10][C:5]=1[S:2]([CH3:1])(=[O:4])=[O:3], predict the reactants needed to synthesize it. The reactants are: [CH3:1][S:2]([C:5]1[CH:10]=[CH:9][C:8](O)=[CH:7][CH:6]=1)(=[O:4])=[O:3].C[CH2:13][OH:14].[ClH:15].